From a dataset of Forward reaction prediction with 1.9M reactions from USPTO patents (1976-2016). Predict the product of the given reaction. (1) Given the reactants CC1(C)[O:6][CH:5]([CH2:7][O:8][C:9]2[CH:14]=[CH:13][N:12]3[C:15]([C:18]([OH:20])=O)=[CH:16][N:17]=[C:11]3[CH:10]=2)[CH2:4][O:3]1.C(Cl)(=O)C(Cl)=O.[CH2:28]([N:35]1[C:43]2[CH:42]=[CH:41][CH:40]=[C:39]([NH2:44])[C:38]=2[CH:37]=[N:36]1)[C:29]1[CH:34]=[CH:33][CH:32]=[CH:31][CH:30]=1.CCN(C(C)C)C(C)C, predict the reaction product. The product is: [CH2:28]([N:35]1[C:43]2[C:38](=[C:39]([NH:44][C:18]([C:15]3[N:12]4[CH:13]=[CH:14][C:9]([O:8][CH2:7][CH:5]([OH:6])[CH2:4][OH:3])=[CH:10][C:11]4=[N:17][CH:16]=3)=[O:20])[CH:40]=[CH:41][CH:42]=2)[CH:37]=[N:36]1)[C:29]1[CH:30]=[CH:31][CH:32]=[CH:33][CH:34]=1. (2) Given the reactants [CH2:1]([O:3][C:4]([C:6]1[CH:7]=[C:8]2[N:13]([C:14]=1[C:15]1[CH:20]=[CH:19][C:18](=[O:21])[N:17]([CH3:22])[CH:16]=1)[CH:12]=[CH:11][C:10]([CH2:23]O)=[CH:9]2)=[O:5])[CH3:2].[N-:25]=[N+:26]=[N-:27].[Na+].P(Cl)(Cl)Cl, predict the reaction product. The product is: [CH2:1]([O:3][C:4]([C:6]1[CH:7]=[C:8]2[N:13]([C:14]=1[C:15]1[CH:20]=[CH:19][C:18](=[O:21])[N:17]([CH3:22])[CH:16]=1)[CH:12]=[CH:11][C:10]([CH2:23][N:25]=[N+:26]=[N-:27])=[CH:9]2)=[O:5])[CH3:2]. (3) Given the reactants [N+:1]([CH2:4][CH3:5])([O-:3])=[O:2].[C:6]1([CH2:12][CH2:13][CH:14]=[O:15])[CH:11]=[CH:10][CH:9]=[CH:8][CH:7]=1.N12CCCN=C1CCCCC2, predict the reaction product. The product is: [N+:1]([CH:4]([CH3:5])[CH:14]([OH:15])[CH2:13][CH2:12][C:6]1[CH:11]=[CH:10][CH:9]=[CH:8][CH:7]=1)([O-:3])=[O:2]. (4) Given the reactants [K].S([O:6][C:7]1[C:8]([OH:23])=[C:9]([O:18]S(O)(=O)=O)[C:10]2[O:15][C:14](=[O:16])[CH:13]=[CH:12][C:11]=2[CH:17]=1)(O)(=O)=O, predict the reaction product. The product is: [OH:6][C:7]1[C:8]([OH:23])=[C:9]([OH:18])[C:10]2[O:15][C:14](=[O:16])[CH:13]=[CH:12][C:11]=2[CH:17]=1. (5) Given the reactants [CH3:1][C@H:2]1[CH2:33][C:32]([CH3:34])=[CH:31][C@@H:30]([CH2:35][CH:36]=[CH2:37])[C:28](=[O:29])[CH2:27][C@H:26]([OH:38])[C@@H:25]([CH3:39])[C@@H:24](/[C:40](/[CH3:51])=[CH:41]/[C@H:42]2[CH2:47][C@@H:46]([O:48][CH3:49])[C@H:45]([OH:50])[CH2:44][CH2:43]2)[O:23][C:21](=[O:22])[C@H:20]2[N:15]([CH2:16][CH2:17][CH2:18][CH2:19]2)[C:13](=[O:14])[C:11](=[O:12])[C@:9]2([OH:52])[O:10][C@@H:5]([C@@H:6]([O:54][CH3:55])[CH2:7][C@H:8]2[CH3:53])[C@@H:4]([O:56][CH3:57])[CH2:3]1, predict the reaction product. The product is: [OH:52][C:9]12[O:10][CH:5]([CH:6]([O:54][CH3:55])[CH2:7][CH:8]1[CH3:53])[CH:4]([O:56][CH3:57])[CH2:3][CH:2]([CH3:1])[CH2:33][C:32]([CH3:34])=[CH:31][CH:30]([CH2:35][CH2:36][CH3:37])[C:28](=[O:29])[CH2:27][CH:26]([OH:38])[CH:25]([CH3:39])[CH:24]([C:40]([CH3:51])=[CH:41][CH:42]1[CH2:43][CH2:44][CH:45]([OH:50])[CH:46]([O:48][CH3:49])[CH2:47]1)[O:23][C:21](=[O:22])[CH:20]1[N:15]([CH2:16][CH2:17][CH2:18][CH2:19]1)[C:13](=[O:14])[C:11]2=[O:12].